From a dataset of Reaction yield outcomes from USPTO patents with 853,638 reactions. Predict the reaction yield, written as a fraction of the theoretical maximum amount of product (1.0 means a 100% yield; for example, 0.34 means a 34% yield). (1) The yield is 0.740. No catalyst specified. The reactants are [CH:1]([C:3]1[CH:8]=[CH:7][C:6]([C:9]#[C:10][C:11]2[CH:36]=[CH:35][C:14]([C:15]([N:17]([CH3:34])[C@:18]([CH3:33])([C:23]([NH:25][O:26][CH:27]3[CH2:32][CH2:31][CH2:30][CH2:29][O:28]3)=[O:24])[C:19]([NH:21][CH3:22])=[O:20])=[O:16])=[CH:13][CH:12]=2)=[CH:5][CH:4]=1)=O.Cl.[CH2:38]([O:40][CH:41]1[CH2:44][NH:43][CH2:42]1)[CH3:39]. The product is [CH2:38]([O:40][CH:41]1[CH2:44][N:43]([CH2:1][C:3]2[CH:4]=[CH:5][C:6]([C:9]#[C:10][C:11]3[CH:12]=[CH:13][C:14]([C:15]([N:17]([CH3:34])[C@:18]([CH3:33])([C:23]([NH:25][O:26][CH:27]4[CH2:32][CH2:31][CH2:30][CH2:29][O:28]4)=[O:24])[C:19]([NH:21][CH3:22])=[O:20])=[O:16])=[CH:35][CH:36]=3)=[CH:7][CH:8]=2)[CH2:42]1)[CH3:39]. (2) The reactants are [O:1]=[C:2]1[CH2:7][CH2:6][CH2:5][CH2:4][CH:3]1[C:8]([O:10][CH2:11][CH3:12])=[O:9].[CH3:13]C[O-].[Na+].CI. The catalyst is C(O)C. The product is [CH3:13][C:3]1([C:8]([O:10][CH2:11][CH3:12])=[O:9])[CH2:4][CH2:5][CH2:6][CH2:7][C:2]1=[O:1]. The yield is 0.920. (3) The reactants are [OH:1][C:2]1[CH:3]=[C:4]([CH:9]=[C:10]([O:12][CH2:13][C:14]2[CH:19]=[CH:18][CH:17]=[CH:16][C:15]=2[CH3:20])[CH:11]=1)[C:5]([O:7][CH3:8])=[O:6].C1(P(C2C=CC=CC=2)C2C=CC=CC=2)C=CC=CC=1.N(C(OC(C)C)=O)=NC(OC(C)C)=O.[CH3:54][O:55][CH2:56][C@H:57](O)[CH3:58]. The catalyst is ClC. The product is [CH3:54][O:55][CH2:56][C@@H:57]([O:1][C:2]1[CH:3]=[C:4]([CH:9]=[C:10]([O:12][CH2:13][C:14]2[CH:19]=[CH:18][CH:17]=[CH:16][C:15]=2[CH3:20])[CH:11]=1)[C:5]([O:7][CH3:8])=[O:6])[CH3:58]. The yield is 0.550. (4) The reactants are [CH:1]1([C:6]2[CH:7]=[CH:8][C:9]3[O:13][C:12]([C:14]4[CH:15]=[C:16]5[C:21](=[CH:22][CH:23]=4)[CH2:20][N:19]([CH2:24][CH2:25][C:26]([O:28]C(C)(C)C)=[O:27])[CH2:18][CH2:17]5)=[CH:11][C:10]=3[CH:33]=2)[CH2:5][CH2:4][CH2:3][CH2:2]1.C(O)(C(F)(F)F)=O. The yield is 0.900. The catalyst is C(Cl)Cl. The product is [CH:1]1([C:6]2[CH:7]=[CH:8][C:9]3[O:13][C:12]([C:14]4[CH:15]=[C:16]5[C:21](=[CH:22][CH:23]=4)[CH2:20][N:19]([CH2:24][CH2:25][C:26]([OH:28])=[O:27])[CH2:18][CH2:17]5)=[CH:11][C:10]=3[CH:33]=2)[CH2:2][CH2:3][CH2:4][CH2:5]1. (5) The reactants are [NH2:1][C:2]1[N:7]=[C:6]([CH3:8])[N:5]=[C:4]([C:9]2[N:14]=[C:13]([C:15](=[O:17])[CH3:16])[CH:12]=[N:11][C:10]=2[NH:18][C:19]2[CH:20]=[N:21][C:22]([O:26][CH3:27])=[C:23]([F:25])[CH:24]=2)[CH:3]=1.[CH3:28][Mg]Br.C(OCC)C. The catalyst is O1CCCC1.[NH4+].[Cl-]. The product is [NH2:1][C:2]1[N:7]=[C:6]([CH3:8])[N:5]=[C:4]([C:9]2[N:14]=[C:13]([C:15]([OH:17])([CH3:28])[CH3:16])[CH:12]=[N:11][C:10]=2[NH:18][C:19]2[CH:20]=[N:21][C:22]([O:26][CH3:27])=[C:23]([F:25])[CH:24]=2)[CH:3]=1. The yield is 0.741.